The task is: Regression. Given two drug SMILES strings and cell line genomic features, predict the synergy score measuring deviation from expected non-interaction effect.. This data is from NCI-60 drug combinations with 297,098 pairs across 59 cell lines. Drug 1: C1CC(C1)(C(=O)O)C(=O)O.[NH2-].[NH2-].[Pt+2]. Drug 2: CC1CCCC2(C(O2)CC(NC(=O)CC(C(C(=O)C(C1O)C)(C)C)O)C(=CC3=CSC(=N3)C)C)C. Cell line: NCI-H226. Synergy scores: CSS=40.4, Synergy_ZIP=2.86, Synergy_Bliss=2.93, Synergy_Loewe=2.07, Synergy_HSA=3.09.